From a dataset of Full USPTO retrosynthesis dataset with 1.9M reactions from patents (1976-2016). Predict the reactants needed to synthesize the given product. (1) Given the product [Cl:3][C:1]([O:16][CH:14]([C:10]1[CH:11]=[C:12]2[O:13][CH2:5][O:6][C:7]2=[CH:8][C:9]=1[N+:17]([O-:19])=[O:18])[CH3:15])=[O:2], predict the reactants needed to synthesize it. The reactants are: [C:1](Cl)([Cl:3])=[O:2].[CH2:5]1[O:13][C:12]2[C:7](=[CH:8][C:9]([N+:17]([O-:19])=[O:18])=[C:10]([CH:14]([OH:16])[CH3:15])[CH:11]=2)[O:6]1.CCCCCC. (2) Given the product [N:19]1[CH:20]=[CH:21][CH:22]=[C:17]([N:4]2[CH2:5][C:6]3[CH:11]=[CH:10][C:9]([C:12]([O:14][CH3:15])=[O:13])=[CH:8][C:7]=3[O:1][CH2:2][CH2:3]2)[CH:18]=1, predict the reactants needed to synthesize it. The reactants are: [O:1]1[C:7]2[CH:8]=[C:9]([C:12]([O:14][CH3:15])=[O:13])[CH:10]=[CH:11][C:6]=2[CH2:5][NH:4][CH2:3][CH2:2]1.Br[C:17]1[CH:18]=[N:19][CH:20]=[CH:21][CH:22]=1.C1C=CC(P(C2C(C3C(P(C4C=CC=CC=4)C4C=CC=CC=4)=CC=C4C=3C=CC=C4)=C3C(C=CC=C3)=CC=2)C2C=CC=CC=2)=CC=1.C([O-])([O-])=O.[Cs+].[Cs+]. (3) Given the product [CH3:64][O:63][C:62](=[O:65])[NH:61][C@@H:58]1[CH:59]2[C:48](=[O:47])[CH2:49][C@H:50]([C:66]3[NH:67][C:68]([C:71]4[CH:72]=[CH:73][C:74]([C:77]5[CH:86]=[N:85][C:84]6[C:79](=[CH:80][CH:81]=[C:82]([C:87]7[NH:91][C:90]([C@@H:92]8[CH2:96][CH2:95][CH2:94][N:93]8[C:7](=[O:9])[C@@H:6]([NH:5][C:3]([O:2][CH3:1])=[O:4])[CH:10]([CH3:12])[CH3:11])=[N:89][CH:88]=7)[CH:83]=6)[N:78]=5)=[CH:75][CH:76]=4)=[CH:69][N:70]=3)[CH2:51][N:52]3[C:60]2=[C:55]([CH:54]=[CH:53]3)[CH2:56][CH2:57]1, predict the reactants needed to synthesize it. The reactants are: [CH3:1][O:2][C:3]([NH:5][C@@H:6]([CH:10]([CH3:12])[CH3:11])[C:7]([OH:9])=O)=[O:4].CN(C(ON1N=NC2C=CC=NC1=2)=[N+](C)C)C.F[P-](F)(F)(F)(F)F.CCN(C(C)C)C(C)C.Cl.[O:47]=[C:48]1[CH:59]2[C:60]3[N:52]([CH:53]=[CH:54][C:55]=3[CH2:56][CH2:57][C@@H:58]2[NH:61][C:62](=[O:65])[O:63][CH3:64])[CH2:51][C@@H:50]([C:66]2[NH:67][C:68]([C:71]3[CH:76]=[CH:75][C:74]([C:77]4[CH:86]=[N:85][C:84]5[C:79](=[CH:80][CH:81]=[C:82]([C:87]6[NH:91][C:90]([C@@H:92]7[CH2:96][CH2:95][CH2:94][NH:93]7)=[N:89][CH:88]=6)[CH:83]=5)[N:78]=4)=[CH:73][CH:72]=3)=[CH:69][N:70]=2)[CH2:49]1. (4) The reactants are: [C:1]1([S:7][C:8]2[CH:15]=[CH:14][C:11]([CH:12]=O)=[CH:10][CH:9]=2)[CH:6]=[CH:5][CH:4]=[CH:3][CH:2]=1.[NH2:16][OH:17].Cl.C([O-])(=O)C.[Na+]. Given the product [C:1]1([S:7][C:8]2[CH:15]=[CH:14][C:11]([CH:12]=[N:16][OH:17])=[CH:10][CH:9]=2)[CH:6]=[CH:5][CH:4]=[CH:3][CH:2]=1, predict the reactants needed to synthesize it. (5) Given the product [CH:1]1[C:6]([OH:7])=[CH:5][CH:4]=[CH:3][C:2]=1[CH3:8].[C:9]1([OH:17])[C:10]([CH3:16])=[CH:11][CH:12]=[C:13]([CH3:15])[CH:14]=1, predict the reactants needed to synthesize it. The reactants are: [CH:1]1[C:6]([OH:7])=[CH:5][CH:4]=[CH:3][C:2]=1[CH3:8].[C:9]1([OH:17])[C:10]([CH3:16])=[CH:11][CH:12]=[C:13]([CH3:15])[CH:14]=1.O.O.C(O)(=O)C(O)=O.C=O. (6) Given the product [N:6]1[CH:7]=[CH:2][CH:3]=[CH:4][C:5]=1[CH2:8][O:9][C:10]1[CH:15]=[N:14][N:13]([CH:16]2[CH2:21][CH2:20][CH2:19][CH2:18][O:17]2)[C:12](=[O:22])[CH:11]=1, predict the reactants needed to synthesize it. The reactants are: Br[C:2]1[CH:3]=[CH:4][C:5]([CH2:8][O:9][C:10]2[CH:15]=[N:14][N:13]([CH:16]3[CH2:21][CH2:20][CH2:19][CH2:18][O:17]3)[C:12](=[O:22])[CH:11]=2)=[N:6][CH:7]=1.OC1C=NN(C2CCCCO2)C(=O)C=1.Br.BrCC1C=CC=CN=1.